This data is from Forward reaction prediction with 1.9M reactions from USPTO patents (1976-2016). The task is: Predict the product of the given reaction. (1) Given the reactants [CH3:1][N:2]1[C:6]2[CH:7]=[CH:8][CH:9]=[CH:10][C:5]=2[N:4]=[C:3]1[NH2:11].[C:12](N1C=CN=C1)([N:14]1[CH:18]=[CH:17][N:16]=[CH:15]1)=[S:13], predict the reaction product. The product is: [CH3:1][N:2]1[C:6]2[CH:7]=[CH:8][CH:9]=[CH:10][C:5]=2[N:4]=[C:3]1[NH:11][C:12]([N:14]1[CH:18]=[CH:17][N:16]=[CH:15]1)=[S:13]. (2) Given the reactants [NH2:1][C:2]1[N:7]=[CH:6][N:5]=[C:4]2[N:8]([CH2:16][C:17]([OH:19])=O)[N:9]=[C:10]([C:11]3[NH:12][CH:13]=[CH:14][N:15]=3)[C:3]=12.[F:20][C:21]1[CH:26]=[CH:25][C:24]([N:27]2[C:35]3[CH2:34][CH2:33][CH2:32][NH:31][C:30]=3[CH:29]=[N:28]2)=[CH:23][CH:22]=1, predict the reaction product. The product is: [NH2:1][C:2]1[N:7]=[CH:6][N:5]=[C:4]2[N:8]([CH2:16][C:17]([N:31]3[CH2:32][CH2:33][CH2:34][C:35]4[N:27]([C:24]5[CH:25]=[CH:26][C:21]([F:20])=[CH:22][CH:23]=5)[N:28]=[CH:29][C:30]3=4)=[O:19])[N:9]=[C:10]([C:11]3[NH:15][CH:14]=[CH:13][N:12]=3)[C:3]=12. (3) Given the reactants [H-].[H-].[H-].[H-].[Li+].[Al+3].[CH2:7]([C:9]1[CH:14]=[CH:13][C:12]([C:15]2[CH:19]=[C:18]([F:20])[S:17][C:16]=2[CH2:21][O:22][C:23]2[C:28]([F:29])=[CH:27][C:26]([CH2:30][CH2:31][C:32](OCC)=[O:33])=[CH:25][C:24]=2[F:37])=[CH:11][CH:10]=1)[CH3:8], predict the reaction product. The product is: [CH2:7]([C:9]1[CH:14]=[CH:13][C:12]([C:15]2[CH:19]=[C:18]([F:20])[S:17][C:16]=2[CH2:21][O:22][C:23]2[C:24]([F:37])=[CH:25][C:26]([CH2:30][CH2:31][CH2:32][OH:33])=[CH:27][C:28]=2[F:29])=[CH:11][CH:10]=1)[CH3:8]. (4) The product is: [Cl:48][C:49]1[CH:50]=[C:51]([C:56]2[CH:65]=[CH:64][C:59]3[NH:60][C:61]([NH:63][C:11]([C:9]4[N:10]=[C:5]5[CH:4]=[CH:3][C:2]([Cl:1])=[N:7][N:6]5[CH:8]=4)=[O:13])=[N:62][C:58]=3[CH:57]=2)[CH:52]=[C:53]([F:55])[CH:54]=1. Given the reactants [Cl:1][C:2]1[CH:3]=[CH:4][C:5]2[N:6]([CH:8]=[C:9]([C:11]([OH:13])=O)[N:10]=2)[N:7]=1.CN(C(ON1N=NC2C=CC=CC1=2)=[N+](C)C)C.F[P-](F)(F)(F)(F)F.CCN(C(C)C)C(C)C.Br.[Cl:48][C:49]1[CH:50]=[C:51]([C:56]2[CH:65]=[CH:64][C:59]3[NH:60][C:61]([NH2:63])=[N:62][C:58]=3[CH:57]=2)[CH:52]=[C:53]([F:55])[CH:54]=1.C(=O)(O)[O-].[Na+], predict the reaction product.